The task is: Predict the reaction yield, written as a fraction of the theoretical maximum amount of product (1.0 means a 100% yield; for example, 0.34 means a 34% yield).. This data is from Reaction yield outcomes from USPTO patents with 853,638 reactions. The product is [C:19]([CH2:18][C:14]1[CH:13]=[C:12]([CH:17]=[CH:16][CH:15]=1)[CH2:11][N:8]1[C:7]([OH:23])=[N:6][C:5]2[C:9]1=[N:10][C:2]([Cl:1])=[N:3][C:4]=2[NH2:24])([OH:21])=[O:20]. The reactants are [Cl:1][C:2]1[N:10]=[C:9]2[C:5]([N:6]=[C:7]([OH:23])[N:8]2[CH2:11][C:12]2[CH:17]=[CH:16][CH:15]=[C:14]([CH2:18][C:19]([O:21]C)=[O:20])[CH:13]=2)=[C:4]([NH2:24])[N:3]=1.Cl. The yield is 0.500. The catalyst is [OH-].[Na+].CO.